From a dataset of Cav3 T-type calcium channel HTS with 100,875 compounds. Binary Classification. Given a drug SMILES string, predict its activity (active/inactive) in a high-throughput screening assay against a specified biological target. (1) The drug is s1c(NC(=O)C(CC)c2ccccc2)nc(c1)C. The result is 0 (inactive). (2) The molecule is O=c1n(c(cn1c1ccc(cc1)C)c1ccc(OC)cc1)CC(=O)Nc1c(OC)cc(OC)cc1. The result is 0 (inactive). (3) The molecule is s1c2c(nc1SCC(=O)c1sc(cc1)C)ccc(OCC)c2. The result is 0 (inactive). (4) The molecule is S(=O)(=O)(N1CCOCC1)c1ccc(N(CC(=O)Nc2c3c(ccc2)cccc3)C)nc1. The result is 0 (inactive). (5) The compound is Clc1c(c2c3CCCc3[nH]c(=O)c2)cccc1. The result is 0 (inactive). (6) The drug is O(c1c(C(=O)Nc2c(O)cccc2)cccc1)CC. The result is 0 (inactive). (7) The compound is O(c1cc2CN(CCc2cc1OC)C\C(C)=C\C)C. The result is 0 (inactive). (8) The molecule is O(c1cc(CCNC(=O)Cn2nc(nn2)c2ccc(N(C)C)cc2)ccc1OC)C. The result is 0 (inactive). (9) The molecule is s1c(NC(=O)CN2CCN(CC2)c2ccc(F)cc2)c(cc1)C(OC)=O. The result is 0 (inactive).